From a dataset of Forward reaction prediction with 1.9M reactions from USPTO patents (1976-2016). Predict the product of the given reaction. (1) Given the reactants Cl.[CH3:2][N:3]([CH3:24])[C:4]1[C:9]2[CH2:10][O:11][C@@H:12]3[C@H:16]([C:8]=2[CH:7]=[CH:6][CH:5]=1)[CH2:15][N:14](C(OC(C)(C)C)=O)[CH2:13]3.CO, predict the reaction product. The product is: [CH3:2][N:3]([CH3:24])[C:4]1[CH:5]=[CH:6][CH:7]=[C:8]2[C@H:16]3[C@H:12]([CH2:13][NH:14][CH2:15]3)[O:11][CH2:10][C:9]=12. (2) Given the reactants [CH2:1]([O:3][C:4](=[O:39])[C:5]1[CH:10]=[CH:9][C:8]([NH:11][C:12](=[O:38])[CH:13]([N:20]2[C:24]3[CH:25]=[C:26]([F:30])[C:27]([F:29])=[CH:28][C:23]=3[N:22]=[C:21]2[C:31]2[CH:36]=[CH:35][C:34]([Cl:37])=[CH:33][CH:32]=2)[CH:14]2[CH2:19][CH2:18][CH2:17][CH2:16][CH2:15]2)=[CH:7][CH:6]=1)C.NC1C=CC(C(OC)=O)=CC=1[Cl:51], predict the reaction product. The product is: [CH3:1][O:3][C:4](=[O:39])[C:5]1[CH:10]=[CH:9][C:8]([NH:11][C:12](=[O:38])[CH:13]([N:20]2[C:24]3[CH:25]=[C:26]([F:30])[C:27]([F:29])=[CH:28][C:23]=3[N:22]=[C:21]2[C:31]2[CH:32]=[CH:33][C:34]([Cl:37])=[CH:35][CH:36]=2)[CH:14]2[CH2:19][CH2:18][CH2:17][CH2:16][CH2:15]2)=[C:7]([Cl:51])[CH:6]=1. (3) Given the reactants [O:1]=[S:2]1(=[O:28])[C:8]2[CH:9]=[C:10]([O:14][CH3:15])[C:11](Br)=[CH:12][C:7]=2[N:6]([C:16]2[CH:21]=[CH:20][CH:19]=[CH:18][CH:17]=2)[CH2:5][C:4]([CH2:24][CH2:25][CH2:26][CH3:27])([CH2:22][CH3:23])[CH2:3]1.C([O-])([O-])=O.[Cs+].[Cs+].[C:35]([O:39]CC)(=[O:38])[CH2:36][SH:37], predict the reaction product. The product is: [O:1]=[S:2]1(=[O:28])[C:8]2[CH:9]=[C:10]([O:14][CH3:15])[C:11]([S:37][CH2:36][C:35]([OH:39])=[O:38])=[CH:12][C:7]=2[N:6]([C:16]2[CH:21]=[CH:20][CH:19]=[CH:18][CH:17]=2)[CH2:5][C:4]([CH2:24][CH2:25][CH2:26][CH3:27])([CH2:22][CH3:23])[CH2:3]1. (4) Given the reactants [OH-].[Li+].[Cl:3][C:4]1[CH:5]=[C:6]([NH:12][C:13]2[N:22]=[CH:21][CH:20]=[CH:19][C:14]=2[C:15]([O:17]C)=[O:16])[CH:7]=[C:8]([O:10][CH3:11])[CH:9]=1, predict the reaction product. The product is: [Cl:3][C:4]1[CH:5]=[C:6]([NH:12][C:13]2[N:22]=[CH:21][CH:20]=[CH:19][C:14]=2[C:15]([OH:17])=[O:16])[CH:7]=[C:8]([O:10][CH3:11])[CH:9]=1. (5) Given the reactants [OH:1][CH:2]([CH2:7][CH2:8][C:9]1[CH:14]=[CH:13][C:12](I)=[CH:11][CH:10]=1)[CH2:3][C:4]([OH:6])=[O:5].C(=O)([O-])[O-].[Cs+].[Cs+].[N+:22]([C:25]1[CH:26]=[C:27](B(O)O)[CH:28]=[CH:29][CH:30]=1)([O-:24])=[O:23], predict the reaction product. The product is: [OH:1][CH:2]([CH2:7][CH2:8][C:9]1[CH:14]=[CH:13][C:12]([C:29]2[CH:28]=[CH:27][CH:26]=[C:25]([N+:22]([O-:24])=[O:23])[CH:30]=2)=[CH:11][CH:10]=1)[CH2:3][C:4]([OH:6])=[O:5]. (6) Given the reactants [C:1]([O:5][C:6]([N:8]1[CH2:12][CH2:11][CH2:10][CH:9]1[C:13]1[NH:14][C:15]([C:18]2[CH:23]=[CH:22][C:21]([Cl:24])=[CH:20][C:19]=2[CH:25]=O)=[CH:16][N:17]=1)=[O:7])([CH3:4])([CH3:3])[CH3:2].NO.CC([Si](Cl)(C)C)(C)C.[NH:37]1C=CN=C1, predict the reaction product. The product is: [C:1]([O:5][C:6]([N:8]1[CH2:12][CH2:11][CH2:10][CH:9]1[C:13]1[NH:14][C:15]([C:18]2[CH:23]=[CH:22][C:21]([Cl:24])=[CH:20][C:19]=2[C:25]#[N:37])=[CH:16][N:17]=1)=[O:7])([CH3:4])([CH3:3])[CH3:2].[C:1]([O:5][C:6]([N:8]1[CH2:12][CH2:11][CH2:10][CH2:9]1)=[O:7])([CH3:4])([CH3:2])[CH3:3]. (7) Given the reactants [O:1]1[CH2:6][CH2:5][CH2:4][CH2:3][CH:2]1[O:7][CH2:8][CH2:9][C:10]1[O:14][N:13]=[C:12]([C:15]([O:17]CC)=[O:16])[CH:11]=1.O.[OH-].[Li+], predict the reaction product. The product is: [O:1]1[CH2:6][CH2:5][CH2:4][CH2:3][CH:2]1[O:7][CH2:8][CH2:9][C:10]1[O:14][N:13]=[C:12]([C:15]([OH:17])=[O:16])[CH:11]=1.